This data is from Forward reaction prediction with 1.9M reactions from USPTO patents (1976-2016). The task is: Predict the product of the given reaction. (1) Given the reactants [N:1]1[N:5]2[CH:6]=[CH:7][CH:8]=[CH:9][C:4]2=[CH:3][C:2]=1[CH:10]=O.[NH2:12][C:13]1[CH:14]=[C:15]([CH:20]=[C:21]([O:23][CH3:24])[CH:22]=1)[O:16][CH2:17][CH2:18][OH:19], predict the reaction product. The product is: [CH3:24][O:23][C:21]1[CH:20]=[C:15]([CH:14]=[C:13]([N:12]=[CH:10][C:2]2[CH:3]=[C:4]3[CH:9]=[CH:8][CH:7]=[CH:6][N:5]3[N:1]=2)[CH:22]=1)[O:16][CH2:17][CH2:18][OH:19]. (2) Given the reactants [CH2:1]([NH2:4])[CH2:2][CH3:3].C(N(CC)C(C)C)(C)C.[N:14]1[C:21](Cl)=[N:20][C:18](Cl)=[N:17][C:15]=1[Cl:16].Cl.[CH3:24][O:25][NH:26][CH3:27], predict the reaction product. The product is: [Cl:16][C:15]1[N:14]=[C:21]([NH:4][CH2:1][CH2:2][CH3:3])[N:20]=[C:18]([N:26]([CH3:27])[O:25][CH3:24])[N:17]=1. (3) Given the reactants [F:1][C:2]([F:24])([F:23])[C:3]1[CH:8]=[CH:7][C:6]([CH2:9][CH2:10][NH:11][C:12]2[CH:17]=[CH:16][C:15]([C:18]3([OH:22])[CH2:21][O:20][CH2:19]3)=[CH:14][CH:13]=2)=[CH:5][CH:4]=1.C(OC([NH:32][CH:33]([C:37]1[CH:42]=[CH:41][CH:40]=[CH:39][CH:38]=1)[C:34](O)=[O:35])=O)(C)(C)C, predict the reaction product. The product is: [NH2:32][CH:33]([C:37]1[CH:42]=[CH:41][CH:40]=[CH:39][CH:38]=1)[C:34]([N:11]([C:12]1[CH:17]=[CH:16][C:15]([C:18]2([OH:22])[CH2:21][O:20][CH2:19]2)=[CH:14][CH:13]=1)[CH2:10][CH2:9][C:6]1[CH:5]=[CH:4][C:3]([C:2]([F:1])([F:23])[F:24])=[CH:8][CH:7]=1)=[O:35]. (4) Given the reactants CS([C:4]1[S:5][C:6]2[CH:12]=[C:11]([CH2:13][N:14]3[C:18]4=[N:19][CH:20]=[C:21]([C:23]([O:25][CH3:26])=[O:24])[CH:22]=[C:17]4[N:16]=[CH:15]3)[CH:10]=[CH:9][C:7]=2[N:8]=1)=O.CS(C1SC2C=C(CN3C4=NC=C(C(OC)=O)C=C4N=C3)C=CC=2N=1)(=O)=O.[NH2:54][C@@H:55]1[CH2:60][CH2:59][CH2:58][CH2:57][C@H:56]1[OH:61].CCN(C(C)C)C(C)C, predict the reaction product. The product is: [OH:61][C@@H:56]1[CH2:57][CH2:58][CH2:59][CH2:60][C@H:55]1[NH:54][C:4]1[S:5][C:6]2[CH:12]=[C:11]([CH2:13][N:14]3[C:18]4=[N:19][CH:20]=[C:21]([C:23]([O:25][CH3:26])=[O:24])[CH:22]=[C:17]4[N:16]=[CH:15]3)[CH:10]=[CH:9][C:7]=2[N:8]=1. (5) Given the reactants [CH2:1]([O:3][C:4](=[O:29])[CH2:5][C:6]1[CH:11]=[CH:10][C:9]([O:12][CH3:13])=[C:8]([O:14][C:15]2[CH:20]=[CH:19][C:18]([NH2:21])=[CH:17][C:16]=2[CH2:22][N:23]2[CH2:27][CH2:26][O:25][C:24]2=[O:28])[CH:7]=1)[CH3:2].[CH2:30]([N:37]=[C:38]=[O:39])[C:31]1[CH:36]=[CH:35][CH:34]=[CH:33][CH:32]=1, predict the reaction product. The product is: [CH2:1]([O:3][C:4](=[O:29])[CH2:5][C:6]1[CH:11]=[CH:10][C:9]([O:12][CH3:13])=[C:8]([O:14][C:15]2[CH:20]=[CH:19][C:18]([NH:21][C:38]([NH:37][CH2:30][C:31]3[CH:36]=[CH:35][CH:34]=[CH:33][CH:32]=3)=[O:39])=[CH:17][C:16]=2[CH2:22][N:23]2[CH2:27][CH2:26][O:25][C:24]2=[O:28])[CH:7]=1)[CH3:2]. (6) The product is: [F:11][C:2]([F:1])([F:10])[C:3]1[CH:4]=[CH:5][C:6]([S:9][C:13]2[CH:20]=[CH:19][C:16]([CH:17]=[O:18])=[CH:15][CH:14]=2)=[N:7][CH:8]=1. Given the reactants [F:1][C:2]([F:11])([F:10])[C:3]1[CH:4]=[CH:5][C:6]([SH:9])=[N:7][CH:8]=1.F[C:13]1[CH:20]=[CH:19][C:16]([CH:17]=[O:18])=[CH:15][CH:14]=1.C([O-])([O-])=O.[K+].[K+], predict the reaction product.